Dataset: Reaction yield outcomes from USPTO patents with 853,638 reactions. Task: Predict the reaction yield, written as a fraction of the theoretical maximum amount of product (1.0 means a 100% yield; for example, 0.34 means a 34% yield). (1) The reactants are [Cl:1][C:2]1[CH:7]=[CH:6][C:5](I)=[C:4]([F:9])[CH:3]=1.C([Si](C)(C)C)#C.C(Cl)(=O)OC.C1(C)C=CC([C:27]#[C:28][C:29]([OH:31])=[O:30])=CC=1. No catalyst specified. The product is [Cl:1][C:2]1[CH:7]=[CH:6][C:5]([C:27]#[C:28][C:29]([OH:31])=[O:30])=[C:4]([F:9])[CH:3]=1. The yield is 0.218. (2) The reactants are [H-].C([Al+]CC(C)C)C(C)C.C([O:13][C:14](=O)[C:15]1[C:16](=[C:22]([CH3:39])[C:23]([O:27][C:28]2[CH:33]=[CH:32][C:31]([O:34][CH3:35])=[C:30]([CH:36]([CH3:38])[CH3:37])[CH:29]=2)=[C:24]([CH3:26])[CH:25]=1)[C:17](OCC)=[O:18])C. The catalyst is ClCCl. The product is [CH3:39][C:22]1[C:16]([CH2:17][OH:18])=[C:15]([CH:25]=[C:24]([CH3:26])[C:23]=1[O:27][C:28]1[CH:33]=[CH:32][C:31]([O:34][CH3:35])=[C:30]([CH:36]([CH3:38])[CH3:37])[CH:29]=1)[CH2:14][OH:13]. The yield is 0.880.